From a dataset of Peptide-MHC class I binding affinity with 185,985 pairs from IEDB/IMGT. Regression. Given a peptide amino acid sequence and an MHC pseudo amino acid sequence, predict their binding affinity value. This is MHC class I binding data. (1) The peptide sequence is ALWDVPSPA. The MHC is HLA-A02:17 with pseudo-sequence HLA-A02:17. The binding affinity (normalized) is 0.373. (2) The peptide sequence is CSEVPQSGY. The MHC is HLA-B08:01 with pseudo-sequence HLA-B08:01. The binding affinity (normalized) is 0.0847. (3) The peptide sequence is ALFGYPVYV. The MHC is HLA-A02:01 with pseudo-sequence HLA-A02:01. The binding affinity (normalized) is 0.815. (4) The peptide sequence is AILAGEHKC. The MHC is HLA-A24:03 with pseudo-sequence HLA-A24:03. The binding affinity (normalized) is 0.0847. (5) The peptide sequence is RAFWGQVQK. The MHC is HLA-A02:12 with pseudo-sequence HLA-A02:12. The binding affinity (normalized) is 0.0847. (6) The peptide sequence is LLECFVRS. The MHC is H-2-Db with pseudo-sequence H-2-Db. The binding affinity (normalized) is 0. (7) The MHC is HLA-A02:19 with pseudo-sequence HLA-A02:19. The peptide sequence is GTIIVHPNK. The binding affinity (normalized) is 0.0847. (8) The peptide sequence is DEFVADIPS. The MHC is HLA-B27:03 with pseudo-sequence HLA-B27:03. The binding affinity (normalized) is 0.0847. (9) The peptide sequence is STLNFNNLH. The MHC is HLA-A02:02 with pseudo-sequence HLA-A02:02. The binding affinity (normalized) is 0. (10) The peptide sequence is KRSTPFYTK. The MHC is HLA-B08:01 with pseudo-sequence HLA-B08:01. The binding affinity (normalized) is 0.0847.